From a dataset of Peptide-MHC class II binding affinity with 134,281 pairs from IEDB. Regression. Given a peptide amino acid sequence and an MHC pseudo amino acid sequence, predict their binding affinity value. This is MHC class II binding data. (1) The peptide sequence is FIFFFLFNI. The MHC is HLA-DQA10103-DQB10603 with pseudo-sequence HLA-DQA10103-DQB10603. The binding affinity (normalized) is 0. (2) The peptide sequence is EKGMKNVFDDVVPEK. The MHC is HLA-DQA10501-DQB10201 with pseudo-sequence HLA-DQA10501-DQB10201. The binding affinity (normalized) is 0.561. (3) The peptide sequence is YDKFLANVSTVLRGK. The MHC is DRB3_0202 with pseudo-sequence DRB3_0202. The binding affinity (normalized) is 0.982. (4) The peptide sequence is YDKFLANVSTVLKGK. The MHC is DRB1_0405 with pseudo-sequence DRB1_0405. The binding affinity (normalized) is 0.629. (5) The peptide sequence is QISGVDLGLPNWGKY. The MHC is DRB1_1501 with pseudo-sequence DRB1_1501. The binding affinity (normalized) is 0.164. (6) The peptide sequence is SGMAEATSLDTMTQM. The MHC is DRB1_0802 with pseudo-sequence DRB1_0802. The binding affinity (normalized) is 0.557. (7) The peptide sequence is RLIAFTSEHSHF. The MHC is DRB1_1101 with pseudo-sequence DRB1_1101. The binding affinity (normalized) is 0.364. (8) The peptide sequence is ASYFAADRILPELTE. The MHC is DRB4_0101 with pseudo-sequence DRB4_0103. The binding affinity (normalized) is 0.496.